Dataset: Peptide-MHC class II binding affinity with 134,281 pairs from IEDB. Task: Regression. Given a peptide amino acid sequence and an MHC pseudo amino acid sequence, predict their binding affinity value. This is MHC class II binding data. (1) The binding affinity (normalized) is 0.470. The peptide sequence is GELQIVDKIDWAFKI. The MHC is DRB1_0101 with pseudo-sequence DRB1_0101. (2) The peptide sequence is QYIKANAKFIGITE. The MHC is HLA-DQA10101-DQB10501 with pseudo-sequence HLA-DQA10101-DQB10501. The binding affinity (normalized) is 0. (3) The peptide sequence is EVVKANGGYLAAGKL. The MHC is HLA-DPA10201-DPB10501 with pseudo-sequence HLA-DPA10201-DPB10501. The binding affinity (normalized) is 0.586. (4) The peptide sequence is TQLATLRKLCIEGKI. The MHC is DRB1_1302 with pseudo-sequence DRB1_1302. The binding affinity (normalized) is 0.355. (5) The peptide sequence is SARLRLLRDRLVEGV. The MHC is HLA-DQA10102-DQB10602 with pseudo-sequence HLA-DQA10102-DQB10602. The binding affinity (normalized) is 0.425. (6) The peptide sequence is LKKEVSETQHGTILV. The MHC is DRB3_0101 with pseudo-sequence DRB3_0101. The binding affinity (normalized) is 0.131. (7) The peptide sequence is GMTGMLWETSLLDPE. The MHC is DRB1_1201 with pseudo-sequence DRB1_1201. The binding affinity (normalized) is 0.134. (8) The peptide sequence is RRSIPVNEALAAAGL. The MHC is HLA-DQA10201-DQB10303 with pseudo-sequence HLA-DQA10201-DQB10303. The binding affinity (normalized) is 0.599. (9) The peptide sequence is GPTATFEAMYLGTCQ. The MHC is HLA-DQA10501-DQB10301 with pseudo-sequence HLA-DQA10501-DQB10301. The binding affinity (normalized) is 0.425. (10) The peptide sequence is GELQAVDKIDAAFKI. The MHC is DRB3_0202 with pseudo-sequence DRB3_0202. The binding affinity (normalized) is 0.240.